From a dataset of NCI-60 drug combinations with 297,098 pairs across 59 cell lines. Regression. Given two drug SMILES strings and cell line genomic features, predict the synergy score measuring deviation from expected non-interaction effect. (1) Drug 1: COC1=C(C=C2C(=C1)N=CN=C2NC3=CC(=C(C=C3)F)Cl)OCCCN4CCOCC4. Drug 2: CC12CCC3C(C1CCC2OP(=O)(O)O)CCC4=C3C=CC(=C4)OC(=O)N(CCCl)CCCl.[Na+]. Cell line: M14. Synergy scores: CSS=5.06, Synergy_ZIP=-4.02, Synergy_Bliss=-4.14, Synergy_Loewe=-6.94, Synergy_HSA=-3.67. (2) Drug 1: C1CN(CCN1C(=O)CCBr)C(=O)CCBr. Drug 2: N.N.Cl[Pt+2]Cl. Cell line: HCT116. Synergy scores: CSS=53.7, Synergy_ZIP=2.29, Synergy_Bliss=2.95, Synergy_Loewe=4.84, Synergy_HSA=7.90. (3) Drug 1: CC12CCC3C(C1CCC2O)C(CC4=C3C=CC(=C4)O)CCCCCCCCCS(=O)CCCC(C(F)(F)F)(F)F. Drug 2: C(CN)CNCCSP(=O)(O)O. Cell line: RPMI-8226. Synergy scores: CSS=4.54, Synergy_ZIP=0.373, Synergy_Bliss=-2.79, Synergy_Loewe=-0.319, Synergy_HSA=-6.27. (4) Drug 1: C1C(C(OC1N2C=C(C(=O)NC2=O)F)CO)O. Drug 2: C(CC(=O)O)C(=O)CN.Cl. Cell line: UO-31. Synergy scores: CSS=32.3, Synergy_ZIP=-7.19, Synergy_Bliss=-3.40, Synergy_Loewe=-80.4, Synergy_HSA=-2.77. (5) Drug 1: CNC(=O)C1=CC=CC=C1SC2=CC3=C(C=C2)C(=NN3)C=CC4=CC=CC=N4. Drug 2: CC1=C2C(C(=O)C3(C(CC4C(C3C(C(C2(C)C)(CC1OC(=O)C(C(C5=CC=CC=C5)NC(=O)OC(C)(C)C)O)O)OC(=O)C6=CC=CC=C6)(CO4)OC(=O)C)O)C)O. Cell line: NCI-H226. Synergy scores: CSS=30.6, Synergy_ZIP=1.64, Synergy_Bliss=0.0287, Synergy_Loewe=-5.74, Synergy_HSA=-0.578. (6) Drug 1: CC(CN1CC(=O)NC(=O)C1)N2CC(=O)NC(=O)C2. Drug 2: CC1C(C(CC(O1)OC2CC(CC3=C2C(=C4C(=C3O)C(=O)C5=C(C4=O)C(=CC=C5)OC)O)(C(=O)C)O)N)O.Cl. Cell line: M14. Synergy scores: CSS=19.5, Synergy_ZIP=-0.219, Synergy_Bliss=5.35, Synergy_Loewe=-3.18, Synergy_HSA=5.74. (7) Drug 1: C1=CC(=CC=C1C#N)C(C2=CC=C(C=C2)C#N)N3C=NC=N3. Drug 2: CC1CCC2CC(C(=CC=CC=CC(CC(C(=O)C(C(C(=CC(C(=O)CC(OC(=O)C3CCCCN3C(=O)C(=O)C1(O2)O)C(C)CC4CCC(C(C4)OC)O)C)C)O)OC)C)C)C)OC. Cell line: COLO 205. Synergy scores: CSS=-0.429, Synergy_ZIP=-0.398, Synergy_Bliss=-3.86, Synergy_Loewe=-5.08, Synergy_HSA=-4.91. (8) Drug 1: CCCCCOC(=O)NC1=NC(=O)N(C=C1F)C2C(C(C(O2)C)O)O. Drug 2: CC1=C(N=C(N=C1N)C(CC(=O)N)NCC(C(=O)N)N)C(=O)NC(C(C2=CN=CN2)OC3C(C(C(C(O3)CO)O)O)OC4C(C(C(C(O4)CO)O)OC(=O)N)O)C(=O)NC(C)C(C(C)C(=O)NC(C(C)O)C(=O)NCCC5=NC(=CS5)C6=NC(=CS6)C(=O)NCCC[S+](C)C)O. Cell line: NCI-H460. Synergy scores: CSS=28.1, Synergy_ZIP=0.752, Synergy_Bliss=0.186, Synergy_Loewe=-31.2, Synergy_HSA=-1.24. (9) Drug 1: CC(C1=C(C=CC(=C1Cl)F)Cl)OC2=C(N=CC(=C2)C3=CN(N=C3)C4CCNCC4)N. Drug 2: CN(C(=O)NC(C=O)C(C(C(CO)O)O)O)N=O. Cell line: UACC-257. Synergy scores: CSS=-3.47, Synergy_ZIP=-0.938, Synergy_Bliss=-7.96, Synergy_Loewe=-7.28, Synergy_HSA=-7.90. (10) Drug 1: C1=CC(=CC=C1CCC2=CNC3=C2C(=O)NC(=N3)N)C(=O)NC(CCC(=O)O)C(=O)O. Drug 2: C1=CN(C(=O)N=C1N)C2C(C(C(O2)CO)O)O.Cl. Cell line: MDA-MB-231. Synergy scores: CSS=27.4, Synergy_ZIP=-12.1, Synergy_Bliss=-5.44, Synergy_Loewe=-3.16, Synergy_HSA=-0.845.